From a dataset of Reaction yield outcomes from USPTO patents with 853,638 reactions. Predict the reaction yield, written as a fraction of the theoretical maximum amount of product (1.0 means a 100% yield; for example, 0.34 means a 34% yield). The reactants are [NH2:1][C:2]1[N:10]=[CH:9][N:8]=[C:7]2[C:3]=1[N:4]=[C:5](Br)[N:6]2[CH2:11][CH2:12][OH:13].[N:15]1[CH:20]=[CH:19][CH:18]=[C:17]([CH2:21][NH2:22])[CH:16]=1. The catalyst is O. The product is [NH2:1][C:2]1[N:10]=[CH:9][N:8]=[C:7]2[C:3]=1[N:4]=[C:5]([NH:22][CH2:21][C:17]1[CH:16]=[N:15][CH:20]=[CH:19][CH:18]=1)[N:6]2[CH2:11][CH2:12][OH:13]. The yield is 0.870.